Regression. Given a peptide amino acid sequence and an MHC pseudo amino acid sequence, predict their binding affinity value. This is MHC class I binding data. From a dataset of Peptide-MHC class I binding affinity with 185,985 pairs from IEDB/IMGT. (1) The peptide sequence is STGPLHGCK. The MHC is HLA-A02:01 with pseudo-sequence HLA-A02:01. The binding affinity (normalized) is 0.106. (2) The peptide sequence is NQGNILMDSI. The MHC is HLA-A26:01 with pseudo-sequence HLA-A26:01. The binding affinity (normalized) is 0.267.